From a dataset of Full USPTO retrosynthesis dataset with 1.9M reactions from patents (1976-2016). Predict the reactants needed to synthesize the given product. (1) Given the product [Br:1][C:2]1[CH:3]=[C:4]([Br:8])[CH:5]=[CH:6][C:7]=1[N+:9]([O-:11])=[O:10], predict the reactants needed to synthesize it. The reactants are: [Br:1][C:2]1[CH:7]=[CH:6][CH:5]=[C:4]([Br:8])[CH:3]=1.[N+:9]([O-])([O-:11])=[O:10].[NH4+]. (2) Given the product [CH3:33][O:32][C:28]1[CH:27]=[C:5]([CH:4]=[C:3]([O:2][CH3:1])[C:29]=1[O:30][CH3:31])[CH2:6][N:7]1[CH2:11][CH2:10][C:9]([CH2:12][CH2:13][N:51]2[CH2:52][CH2:53][CH2:54][N:48]([C:40]3[N:39]([CH2:38][CH2:37][O:36][CH2:34][CH3:35])[C:43]4[CH:44]=[CH:45][CH:46]=[CH:47][C:42]=4[N:41]=3)[CH2:49][CH2:50]2)([CH2:19][C:20]2[CH:25]=[CH:24][CH:23]=[CH:22][CH:21]=2)[C:8]1=[O:26], predict the reactants needed to synthesize it. The reactants are: [CH3:1][O:2][C:3]1[CH:4]=[C:5]([CH:27]=[C:28]([O:32][CH3:33])[C:29]=1[O:30][CH3:31])[CH2:6][N:7]1[CH2:11][CH2:10][C:9]([CH2:19][C:20]2[CH:25]=[CH:24][CH:23]=[CH:22][CH:21]=2)([CH2:12][CH2:13]OS(C)(=O)=O)[C:8]1=[O:26].[CH2:34]([O:36][CH2:37][CH2:38][N:39]1[C:43]2[CH:44]=[CH:45][CH:46]=[CH:47][C:42]=2[N:41]=[C:40]1[N:48]1[CH2:54][CH2:53][CH2:52][NH:51][CH2:50][CH2:49]1)[CH3:35].